From a dataset of Full USPTO retrosynthesis dataset with 1.9M reactions from patents (1976-2016). Predict the reactants needed to synthesize the given product. (1) Given the product [ClH:35].[N:19]1([C:17]([C:14]2[CH:15]=[C:16]3[C:11](=[CH:12][CH:13]=2)[NH:10][C:9]2[C:32]4[NH:1][N:2]=[CH:3][C:4]=4[CH2:5][CH2:6][CH2:7][C:8]3=2)=[O:18])[CH2:24][CH2:23][NH:22][CH2:21][CH2:20]1, predict the reactants needed to synthesize it. The reactants are: [NH:1]1[C:32]2[C:9]3[NH:10][C:11]4[C:16]([C:8]=3[CH2:7][CH2:6][CH2:5][C:4]=2[CH:3]=[N:2]1)=[CH:15][C:14]([C:17]([N:19]1[CH2:24][CH2:23][N:22](C(OC(C)(C)C)=O)[CH2:21][CH2:20]1)=[O:18])=[CH:13][CH:12]=4.CO.[ClH:35]. (2) Given the product [Cl:25][C:23]1[CH:22]=[CH:21][C:19]2[NH:20][C:16]([C@@H:14]([NH:13][C:11](=[O:12])[C:9]3[CH:8]=[CH:7][C:3]([C:4]([N:67]4[CH2:68][CH2:69][CH2:70][C@@H:66]4[CH2:65][NH:64][C:62]([O:61][C:57]([CH3:60])([CH3:59])[CH3:58])=[O:63])=[O:6])=[C:2]([Cl:1])[CH:10]=3)[CH3:15])=[N:17][C:18]=2[CH:24]=1, predict the reactants needed to synthesize it. The reactants are: [Cl:1][C:2]1[CH:10]=[C:9]([C:11]([NH:13][C@H:14]([C:16]2[NH:20][C:19]3[CH:21]=[CH:22][C:23]([Cl:25])=[CH:24][C:18]=3[N:17]=2)[CH3:15])=[O:12])[CH:8]=[CH:7][C:3]=1[C:4]([OH:6])=O.CN(C(ON1N=NC2C=CC=CC1=2)=[N+](C)C)C.[B-](F)(F)(F)F.C(N(C(C)C)CC)(C)C.[C:57]([O:61][C:62]([NH:64][CH2:65][C@H:66]1[CH2:70][CH2:69][CH2:68][NH:67]1)=[O:63])([CH3:60])([CH3:59])[CH3:58].ClCl. (3) The reactants are: [NH2:1][C:2]1[CH:7]=[CH:6][C:5]([Cl:8])=[CH:4][C:3]=1[CH:9]([C:11]1[CH:16]=[CH:15][CH:14]=[C:13]([O:17][CH3:18])[C:12]=1[O:19][CH2:20][CH3:21])[OH:10].[CH3:22][O:23][C:24]1[CH:31]=[C:30]([O:32][CH3:33])[CH:29]=[CH:28][C:25]=1[CH:26]=O.[BH4-].[Na+]. Given the product [Cl:8][C:5]1[CH:6]=[CH:7][C:2]([NH:1][CH2:26][C:25]2[CH:28]=[CH:29][C:30]([O:32][CH3:33])=[CH:31][C:24]=2[O:23][CH3:22])=[C:3]([CH:9]([C:11]2[CH:16]=[CH:15][CH:14]=[C:13]([O:17][CH3:18])[C:12]=2[O:19][CH2:20][CH3:21])[OH:10])[CH:4]=1, predict the reactants needed to synthesize it.